Dataset: Forward reaction prediction with 1.9M reactions from USPTO patents (1976-2016). Task: Predict the product of the given reaction. (1) Given the reactants C(O[N:5]1[CH2:10][CH:9]([CH3:11])[CH2:8][N:7]([C:12]2[C:17]([Cl:18])=[CH:16][C:15]([C:19]([F:22])([F:21])[F:20])=[CH:14][C:13]=2[Cl:23])[S:6]1(=[O:25])=[O:24])(=O)C.[C:26]([O:29]CC)(=[O:28])[CH3:27].Cl, predict the reaction product. The product is: [Cl:18][C:17]1[CH:16]=[C:15]([C:19]([F:22])([F:21])[F:20])[CH:14]=[C:13]([Cl:23])[C:12]=1[N:7]1[S:6](=[O:24])(=[O:25])[N:5]([CH2:27][C:26]([OH:29])=[O:28])[CH2:10][CH:9]([CH3:11])[CH2:8]1. (2) The product is: [Br:1][C:2]1[CH:7]=[CH:6][C:5]([N:8]2[C:9]3[CH:14]=[CH:13][CH:12]=[CH:11][C:10]=3[N:15]=[C:16]2[C:17]2[CH:22]=[CH:21][CH:20]=[CH:19][CH:18]=2)=[CH:4][CH:3]=1. Given the reactants [Br:1][C:2]1[CH:7]=[CH:6][C:5]([NH:8][C:9]2[CH:14]=[CH:13][CH:12]=[CH:11][C:10]=2[NH:15][C:16](=O)[C:17]2[CH:22]=[CH:21][CH:20]=[CH:19][CH:18]=2)=[CH:4][CH:3]=1.C1(C)C(C)=CC=CC=1.BrC1C=CC(NC2C=CC=CC=2[N+]([O-])=O)=CC=1.C(OCC)(=O)C, predict the reaction product. (3) Given the reactants [Br:1]N1C(=O)CCC1=O.[OH:9][N:10]=[CH:11][C:12]1[CH:19]=[CH:18][C:15]([C:16]#[N:17])=[CH:14][CH:13]=1, predict the reaction product. The product is: [OH:9][N:10]=[C:11]([Br:1])[C:12]1[CH:19]=[CH:18][C:15]([C:16]#[N:17])=[CH:14][CH:13]=1. (4) Given the reactants [CH2:1]([N:8]1[CH2:20][CH2:19][C:11]2[N:12]=[C:13](Cl)[N:14]=[C:15]([O:16][CH3:17])[C:10]=2[CH2:9]1)[C:2]1[CH:7]=[CH:6][CH:5]=[CH:4][CH:3]=1.[CH3:21][C:22]1[CH:27]=[CH:26][CH:25]=[C:24]([CH3:28])[C:23]=1B(O)O.C([O-])([O-])=O.[Na+].[Na+], predict the reaction product. The product is: [CH2:1]([N:8]1[CH2:20][CH2:19][C:11]2[N:12]=[C:13]([C:23]3[C:24]([CH3:28])=[CH:25][CH:26]=[CH:27][C:22]=3[CH3:21])[N:14]=[C:15]([O:16][CH3:17])[C:10]=2[CH2:9]1)[C:2]1[CH:7]=[CH:6][CH:5]=[CH:4][CH:3]=1. (5) Given the reactants [OH:1][C:2]1[C:3]2[N:4]([C:8]([C:12]([O:14][CH2:15][CH3:16])=[O:13])=[C:9]([CH3:11])[N:10]=2)[CH:5]=[CH:6][CH:7]=1.[F:17][C:18]1[C:19]([CH2:24]O)=[N:20][CH:21]=[CH:22][CH:23]=1.C(P(=CC#N)(CCCC)CCCC)CCC, predict the reaction product. The product is: [F:17][C:18]1[C:19]([CH2:24][O:1][C:2]2[C:3]3[N:4]([C:8]([C:12]([O:14][CH2:15][CH3:16])=[O:13])=[C:9]([CH3:11])[N:10]=3)[CH:5]=[CH:6][CH:7]=2)=[N:20][CH:21]=[CH:22][CH:23]=1. (6) Given the reactants [CH3:1][S-:2].[Na+].CS(O[C@H:9]1[CH2:12][C@@H:11]([O:13][C:14]2[CH:19]=[C:18]([CH3:20])[C:17]([Br:21])=[C:16]([CH3:22])[CH:15]=2)[CH2:10]1)(=O)=O, predict the reaction product. The product is: [Br:21][C:17]1[C:16]([CH3:22])=[CH:15][C:14]([O:13][C@H:11]2[CH2:10][C@H:9]([S:2][CH3:1])[CH2:12]2)=[CH:19][C:18]=1[CH3:20]. (7) Given the reactants [CH2:1]([N:8]=[C:9]=[S:10])[C:2]1[CH:7]=[CH:6][CH:5]=[CH:4][CH:3]=1.[C:11]12([N:21]=[C:22]=[O:23])[CH2:20][CH:15]3[CH2:16][CH:17]([CH2:19][CH:13]([CH2:14]3)[CH2:12]1)[CH2:18]2.C([O:26]CC)C, predict the reaction product. The product is: [C:11]12([N:21]3[C:22](=[O:23])[N:8]([CH2:1][C:2]4[CH:7]=[CH:6][CH:5]=[CH:4][CH:3]=4)[C:9](=[O:26])[S:10]3)[CH2:20][CH:15]3[CH2:16][CH:17]([CH2:19][CH:13]([CH2:14]3)[CH2:12]1)[CH2:18]2. (8) The product is: [ClH:1].[ClH:1].[N:52]1([CH:33]2[CH2:32][CH2:31][CH2:30][CH2:29][C:28]2([CH:10]([C:11]2[CH:12]=[C:13]([C:17]3[CH:22]=[CH:21][CH:20]=[C:19]([O:23][C:24]([F:26])([F:25])[F:27])[CH:18]=3)[CH:14]=[CH:15][CH:16]=2)[CH3:9])[OH:34])[CH2:57][CH2:56][NH:55][CH2:54][CH2:53]1. Given the reactants [ClH:1].Cl.N1([CH2:9][CH:10]([C:28]2([OH:34])[CH2:33][CH2:32][CH2:31][CH2:30][CH2:29]2)[C:11]2[CH:12]=[C:13]([C:17]3[CH:22]=[CH:21][CH:20]=[C:19]([O:23][C:24]([F:27])([F:26])[F:25])[CH:18]=3)[CH:14]=[CH:15][CH:16]=2)CCNCC1.FC(F)(F)OC1C=C(C2C=CC=C(C(C3(O)CCCCC3)C[N:52]3[CH2:57][CH2:56][N:55](C(OC(C)(C)C)=O)[CH2:54][CH2:53]3)C=2)C=CC=1, predict the reaction product. (9) Given the reactants C(Cl)(=O)C(Cl)=[O:3].[C:7]([O:11][C:12]([N:14]1[CH2:18][CH:17]([O:19][Si:20]([C:23]([CH3:26])([CH3:25])[CH3:24])([CH3:22])[CH3:21])[CH2:16][CH:15]1[CH2:27][C:28]1(O)[CH:33]=[CH:32][CH:31]=[CH:30][CH2:29]1)=[O:13])([CH3:10])([CH3:9])[CH3:8].C(N(CC)CC)C.C(OCC)(=O)C, predict the reaction product. The product is: [C:27]([CH:15]1[CH2:16][CH:17]([O:19][Si:20]([C:23]([CH3:26])([CH3:25])[CH3:24])([CH3:21])[CH3:22])[CH2:18][N:14]1[C:12]([O:11][C:7]([CH3:10])([CH3:8])[CH3:9])=[O:13])(=[O:3])[C:28]1[CH:33]=[CH:32][CH:31]=[CH:30][CH:29]=1.